Dataset: Forward reaction prediction with 1.9M reactions from USPTO patents (1976-2016). Task: Predict the product of the given reaction. (1) Given the reactants Br[C:2]1[S:3][CH:4]=[CH:5][N:6]=1.CCCCCC.C([Li])CCC.[F:18][C:19]1[CH:26]=[CH:25][C:24]([F:27])=[CH:23][C:20]=1[CH:21]=[O:22].[Cl-].[NH4+], predict the reaction product. The product is: [F:18][C:19]1[CH:26]=[CH:25][C:24]([F:27])=[CH:23][C:20]=1[CH:21]([OH:22])[C:2]1[S:3][CH:4]=[CH:5][N:6]=1. (2) Given the reactants [Br:1][C:2]1[CH:7]=[CH:6][C:5]([OH:8])=[CH:4][C:3]=1C.[C:10]1(B(O)O)[CH:15]=[CH:14][CH:13]=[CH:12][CH:11]=1.[CH2:19](Cl)Cl, predict the reaction product. The product is: [Br:1][C:2]1[CH:3]=[CH:4][C:5]([O:8][C:10]2[CH:15]=[CH:14][CH:13]=[CH:12][CH:11]=2)=[C:6]([CH3:19])[CH:7]=1. (3) Given the reactants [N:1]1[CH:6]=[CH:5][CH:4]=[CH:3][C:2]=1[C:7]1[N:11]2[CH2:12][CH2:13][N:14](C(OC(C)(C)C)=O)[CH2:15][C:10]2=[N:9][N:8]=1.C(O)(C(F)(F)F)=O, predict the reaction product. The product is: [N:1]1[CH:6]=[CH:5][CH:4]=[CH:3][C:2]=1[C:7]1[N:11]2[CH2:12][CH2:13][NH:14][CH2:15][C:10]2=[N:9][N:8]=1. (4) Given the reactants C(O[C:4](=O)[CH:5]([CH3:24])[CH2:6][N:7]([C:14]1[C:19]([N+:20]([O-])=O)=[CH:18][N:17]=[C:16]([Cl:23])[N:15]=1)[CH2:8][CH:9]1[CH2:13][CH2:12][CH2:11][CH2:10]1)C.[C:26](O)(=O)C, predict the reaction product. The product is: [Cl:23][C:16]1[N:17]=[CH:18][C:19]2[NH:20][C:24](=[CH2:26])[CH:5]([CH3:4])[CH2:6][N:7]([CH2:8][CH:9]3[CH2:10][CH2:11][CH2:12][CH2:13]3)[C:14]=2[N:15]=1. (5) Given the reactants Br[C:2]1[CH:26]=[CH:25][C:24]2([C:38]3[CH:37]=[CH:36][CH:35]=[CH:34][C:33]=3[C:32]3[C:27]2=[CH:28][CH:29]=[CH:30][CH:31]=3)[C:23]2[C:3]=1[CH:4]=[C:5]1[CH:22]=[C:21]3[C:8]([C:9]4[C:14]([C:15]5[C:20]3=[CH:19][CH:18]=[CH:17][CH:16]=5)=[CH:13][CH:12]=[CH:11][CH:10]=4)=[CH:7][C:6]1=2.[C:39]1([CH3:53])[CH:44]=[CH:43][C:42]([NH:45][C:46]2[CH:51]=[CH:50][C:49]([CH3:52])=[CH:48][CH:47]=2)=[CH:41][CH:40]=1.CC(C)([O-])C.[Na+], predict the reaction product. The product is: [C:49]1([CH3:52])[CH:48]=[CH:47][C:46]([N:45]([C:42]2[CH:43]=[CH:44][C:39]([CH3:53])=[CH:40][CH:41]=2)[C:2]2[CH:26]=[CH:25][C:24]3([C:38]4[CH:37]=[CH:36][CH:35]=[CH:34][C:33]=4[C:32]4[C:27]3=[CH:28][CH:29]=[CH:30][CH:31]=4)[C:23]3[C:3]=2[CH:4]=[C:5]2[CH:22]=[C:21]4[C:8]([C:9]5[C:14]([C:15]6[C:20]4=[CH:19][CH:18]=[CH:17][CH:16]=6)=[CH:13][CH:12]=[CH:11][CH:10]=5)=[CH:7][C:6]2=3)=[CH:51][CH:50]=1. (6) Given the reactants [Br:1][C:2]1[CH:11]=[C:10]2[C:5]([NH:6][C@@H:7]([CH3:21])[CH2:8][N:9]2[C:12]([C:14]2[CH:19]=[CH:18][CH:17]=[CH:16][C:15]=2F)=S)=[CH:4][CH:3]=1.[NH2:22][OH:23].C(=O)([O-])[O-].[K+].[K+], predict the reaction product. The product is: [Br:1][C:2]1[CH:11]=[C:10]2[C:5]([NH:6][C@@H:7]([CH3:21])[CH2:8][N:9]2[C:12]2[C:14]3[CH:19]=[CH:18][CH:17]=[CH:16][C:15]=3[O:23][N:22]=2)=[CH:4][CH:3]=1.